From a dataset of Forward reaction prediction with 1.9M reactions from USPTO patents (1976-2016). Predict the product of the given reaction. (1) Given the reactants C([O-])=O.[NH4+].[CH3:5][O:6][C:7](=[O:44])[C:8]1[CH:13]=[C:12]([C:14]2[O:18][N:17]=[C:16]([CH3:19])[C:15]=2[C:20]2[CH:25]=[CH:24][C:23]([O:26][CH3:27])=[CH:22][CH:21]=2)[C:11]([O:28]CC2C=CC=CC=2)=[CH:10][C:9]=1[O:36]CC1C=CC=CC=1.C(OCC)(=O)C, predict the reaction product. The product is: [CH3:5][O:6][C:7](=[O:44])[C:8]1[CH:13]=[C:12]([C:14]2[O:18][N:17]=[C:16]([CH3:19])[C:15]=2[C:20]2[CH:21]=[CH:22][C:23]([O:26][CH3:27])=[CH:24][CH:25]=2)[C:11]([OH:28])=[CH:10][C:9]=1[OH:36]. (2) Given the reactants NC(N)=N.[N+]([O-])(O)=O.NC(N)=N.C([O:16][CH:17]1[CH:18]([CH3:66])[CH2:19][CH2:20][CH:21]([O:57][Si:58]([CH2:64][CH3:65])([CH2:62][CH3:63])[CH:59]([CH3:61])[CH3:60])[CH2:22][C:23]([O:25][CH:26](/[C:31](/[CH3:56])=[CH:32]/[CH:33]=[CH:34]/[C:35]([OH:55])([CH3:54])[CH2:36][CH:37]2[O:53][CH:38]2[CH:39]([CH3:52])[CH:40]([O:43][Si:44]([CH2:50][CH3:51])([CH2:48][CH3:49])[CH:45]([CH3:47])[CH3:46])[CH2:41][CH3:42])[CH:27]([CH3:30])[CH:28]=[CH:29]1)=[O:24])(=O)C, predict the reaction product. The product is: [CH2:64]([Si:58]([CH2:62][CH3:63])([CH:59]([CH3:60])[CH3:61])[O:57][CH:21]1[CH2:20][CH2:19][CH:18]([CH3:66])[CH:17]([OH:16])[CH:29]=[CH:28][CH:27]([CH3:30])[CH:26](/[C:31](/[CH3:56])=[CH:32]/[CH:33]=[CH:34]/[C:35]([OH:55])([CH3:54])[CH2:36][CH:37]2[O:53][CH:38]2[CH:39]([CH3:52])[CH:40]([O:43][Si:44]([CH2:48][CH3:49])([CH2:50][CH3:51])[CH:45]([CH3:47])[CH3:46])[CH2:41][CH3:42])[O:25][C:23](=[O:24])[CH2:22]1)[CH3:65]. (3) The product is: [CH3:1][O:2][C:3](=[O:14])[CH2:4][C:5]1[CH:6]=[C:7]([C:69]2[CH:68]=[CH:67][C:66]([C:63]([CH2:81][CH3:82])([C:60]3[CH:61]=[CH:62][C:57](/[CH:56]=[CH:55]/[C:54]([CH2:84][CH3:85])([OH:86])[CH2:52][CH3:53])=[C:58]([CH3:83])[CH:59]=3)[CH2:64][CH3:65])=[CH:71][CH:70]=2)[C:8]([O:11][CH3:12])=[CH:9][CH:10]=1. Given the reactants [CH3:1][O:2][C:3](=[O:14])[CH2:4][C:5]1[CH:10]=[CH:9][C:8]([O:11][CH3:12])=[C:7](Br)[CH:6]=1.C1(P(C2CCCCC2)C2C=CC=CC=2C2C(OC)=CC=CC=2OC)CCCCC1.P([O-])([O-])([O-])=O.[K+].[K+].[K+].[CH2:52]([C:54]([OH:86])([CH2:84][CH3:85])/[CH:55]=[CH:56]/[C:57]1[CH:62]=[CH:61][C:60]([C:63]([CH2:81][CH3:82])([C:66]2[CH:71]=[CH:70][C:69](B3OC(C)(C)C(C)(C)O3)=[CH:68][CH:67]=2)[CH2:64][CH3:65])=[CH:59][C:58]=1[CH3:83])[CH3:53].C(=O)(O)[O-].[Na+], predict the reaction product. (4) Given the reactants [F:1][C:2]([F:26])([F:25])[C@H:3]([N:12]1[CH2:16][CH2:15][C@H:14]([NH:17][C:18](=[O:24])[O:19][C:20]([CH3:23])([CH3:22])[CH3:21])[CH2:13]1)[C:4]1[CH:5]=[N:6][C:7]([NH:10][NH2:11])=[CH:8][CH:9]=1.[CH3:27][O:28][CH2:29][CH2:30][O:31][C:32]1[CH:41]=[C:40]2[C:35]([CH:36]=[CH:37][C:38]([CH:42]=O)=[N:39]2)=[CH:34][CH:33]=1.C(O)C.C(O)(=O)C.C(O)(=O)C.I(C1C=CC=CC=1)=O.C(=O)(O)[O-].[Na+], predict the reaction product. The product is: [F:26][C:2]([F:25])([F:1])[C@H:3]([N:12]1[CH2:16][CH2:15][C@H:14]([NH:17][C:18](=[O:24])[O:19][C:20]([CH3:22])([CH3:23])[CH3:21])[CH2:13]1)[C:4]1[CH:9]=[CH:8][C:7]2[N:6]([C:42]([C:38]3[CH:37]=[CH:36][C:35]4[C:40](=[CH:41][C:32]([O:31][CH2:30][CH2:29][O:28][CH3:27])=[CH:33][CH:34]=4)[N:39]=3)=[N:11][N:10]=2)[CH:5]=1. (5) Given the reactants [Br:1][C:2]1[S:6][C:5]([C:7]([OH:9])=[O:8])=[CH:4][CH:3]=1.S(=O)(=O)(O)O.[OH-].[Na+].[CH3:17]O, predict the reaction product. The product is: [CH3:17][O:8][C:7]([C:5]1[S:6][C:2]([Br:1])=[CH:3][CH:4]=1)=[O:9]. (6) Given the reactants [Cl:1][C:2]1[CH:7]=[CH:6][N:5]2[C:8]([C:11]([O:13]CC)=O)=[CH:9][N:10]=[C:4]2[CH:3]=1.[CH:16]([C:19]1[N:24]=[C:23]([CH2:25][N:26]2[C:34]3[CH:33]=[CH:32][CH:31]=[C:30]([NH2:35])[C:29]=3[C:28]([CH3:36])=[N:27]2)[CH:22]=[CH:21][CH:20]=1)([CH3:18])[CH3:17].[Li+].C[Si]([N-][Si](C)(C)C)(C)C, predict the reaction product. The product is: [Cl:1][C:2]1[CH:7]=[CH:6][N:5]2[C:8]([C:11]([NH:35][C:30]3[CH:31]=[CH:32][CH:33]=[C:34]4[C:29]=3[C:28]([CH3:36])=[N:27][N:26]4[CH2:25][C:23]3[CH:22]=[CH:21][CH:20]=[C:19]([CH:16]([CH3:17])[CH3:18])[N:24]=3)=[O:13])=[CH:9][N:10]=[C:4]2[CH:3]=1. (7) Given the reactants C([CH2:5][O:6][C:7]1[CH:29]=[CH:28][C:10]([C:11]2[O:12][C:13]3[C:18]([C:19](=[O:21])[CH:20]=2)=[C:17]([O:22]C)[C:16]([O:24][CH3:25])=[C:15]([O:26][CH3:27])[CH:14]=3)=[CH:9][CH:8]=1)(OC)=O.OC1C(O)=C(OC)C=C2C=1C(=O)C=C(C1C=CC(OC)=CC=1)O2.BrC[C:55]([O:57][CH2:58][CH3:59])=[O:56].C(=O)([O-])[O-].[K+].[K+], predict the reaction product. The product is: [C:55]([CH2:25][O:24][C:16]1[C:17]([OH:22])=[C:18]2[C:13](=[CH:14][C:15]=1[O:26][CH3:27])[O:12][C:11]([C:10]1[CH:9]=[CH:8][C:7]([O:6][CH3:5])=[CH:29][CH:28]=1)=[CH:20][C:19]2=[O:21])([O:57][CH2:58][CH3:59])=[O:56]. (8) Given the reactants [Br:1][C:2]1[C:3](=[O:30])[N:4]([C:22]2[C:27](F)=[CH:26]C=CC=2F)[C:5]([CH2:18][N:19]([CH3:21])[CH3:20])=[CH:6][C:7]=1[O:8][CH2:9][C:10]1[CH:15]=[CH:14][C:13]([F:16])=[CH:12][C:11]=1[F:17].C[NH:32][CH3:33].[CH2:34]1COC[CH2:35]1, predict the reaction product. The product is: [Br:1][C:2]1[C:3](=[O:30])[N:4]([CH2:22][C:27]2[CH:26]=[N:32][CH:33]=[CH:34][CH:35]=2)[C:5]([CH2:18][N:19]([CH3:20])[CH3:21])=[CH:6][C:7]=1[O:8][CH2:9][C:10]1[CH:15]=[CH:14][C:13]([F:16])=[CH:12][C:11]=1[F:17].